Dataset: Full USPTO retrosynthesis dataset with 1.9M reactions from patents (1976-2016). Task: Predict the reactants needed to synthesize the given product. (1) Given the product [CH2:1]([N:3]1[C:4]2=[N:5][C:6]([S:22][CH3:23])=[N:7][CH:8]=[C:9]2[CH2:10][N:11]([C:12]2[CH:17]=[CH:16][C:15]([F:18])=[C:14]([N+:19]([O-:21])=[O:20])[CH:13]=2)[C:31]1=[O:32])[CH3:2], predict the reactants needed to synthesize it. The reactants are: [CH2:1]([NH:3][C:4]1[C:9]([CH2:10][NH:11][C:12]2[CH:17]=[CH:16][C:15]([F:18])=[C:14]([N+:19]([O-:21])=[O:20])[CH:13]=2)=[CH:8][N:7]=[C:6]([S:22][CH3:23])[N:5]=1)[CH3:2].CCN(CC)CC.[C:31](Cl)(Cl)=[O:32]. (2) Given the product [F:1][C:2]1[CH:14]=[CH:13][C:5]([C:6]([O:8][C:9]([CH3:11])([CH3:12])[CH3:10])=[O:7])=[CH:4][C:3]=1[CH2:15][NH:16][CH2:17][C:30](=[O:31])[C@@H:29]([CH2:32][OH:33])[NH:28][C:26]([O:25][CH2:18][C:19]1[CH:24]=[CH:23][CH:22]=[CH:21][CH:20]=1)=[O:27], predict the reactants needed to synthesize it. The reactants are: [F:1][C:2]1[CH:14]=[CH:13][C:5]([C:6]([O:8][C:9]([CH3:12])([CH3:11])[CH3:10])=[O:7])=[CH:4][C:3]=1[CH2:15][NH:16][CH3:17].[CH2:18]([O:25][C:26]([NH:28][C@@H:29]([C:32](O)=[O:33])[CH2:30][OH:31])=[O:27])[C:19]1[CH:24]=[CH:23][CH:22]=[CH:21][CH:20]=1.C1C=CC2N(O)N=NC=2C=1.O.C1CCC(N=C=NC2CCCCC2)CC1. (3) Given the product [C:1]([C:5]1[CH:9]=[C:8]([CH2:10][NH2:11])[N:7]([C:19]2[CH:20]=[CH:21][C:22]([F:25])=[CH:23][CH:24]=2)[N:6]=1)([CH3:4])([CH3:2])[CH3:3], predict the reactants needed to synthesize it. The reactants are: [C:1]([C:5]1[CH:9]=[C:8]([CH2:10][NH:11]C(=O)OC(C)(C)C)[N:7]([C:19]2[CH:24]=[CH:23][C:22]([F:25])=[CH:21][CH:20]=2)[N:6]=1)([CH3:4])([CH3:3])[CH3:2].FC(F)(F)C(O)=O. (4) Given the product [N+:24]([C:21]1[CH:22]=[CH:23][C:18]([NH:1][CH2:2][CH2:3][C:4]2[N:5]=[C:6]([NH:9][C:10](=[O:16])[O:11][C:12]([CH3:13])([CH3:15])[CH3:14])[S:7][CH:8]=2)=[CH:19][CH:20]=1)([O-:26])=[O:25], predict the reactants needed to synthesize it. The reactants are: [NH2:1][CH2:2][CH2:3][C:4]1[N:5]=[C:6]([NH:9][C:10](=[O:16])[O:11][C:12]([CH3:15])([CH3:14])[CH3:13])[S:7][CH:8]=1.F[C:18]1[CH:23]=[CH:22][C:21]([N+:24]([O-:26])=[O:25])=[CH:20][CH:19]=1.C(N(CC)CC)C.O. (5) Given the product [CH3:12][CH:13]1[NH:14][CH2:15][CH2:16][N:17]([C:9]([C:6]2[NH:5][C:4]3[CH:3]=[CH:2][S:1][C:8]=3[CH:7]=2)=[O:11])[CH2:18]1, predict the reactants needed to synthesize it. The reactants are: [S:1]1[C:8]2[CH:7]=[C:6]([C:9]([OH:11])=O)[NH:5][C:4]=2[CH:3]=[CH:2]1.[CH3:12][CH:13]1[CH2:18][NH:17][CH2:16][CH2:15][NH:14]1. (6) Given the product [F:1][C:2]1[C:3]([O:16][CH2:17][CH2:18][CH2:19][O:20][CH3:21])=[CH:4][C:5]2[CH2:6][CH:7]([CH:13]([CH3:15])[CH3:14])[N:8]3[CH:9]([CH2:33][C:32](=[O:34])[C:26]([C:27]([O:29][CH2:30][CH3:31])=[O:28])=[CH:25]3)[C:10]=2[C:11]=1[F:12], predict the reactants needed to synthesize it. The reactants are: [F:1][C:2]1[C:11]([F:12])=[C:10]2[C:5]([CH2:6][CH:7]([CH:13]([CH3:15])[CH3:14])[N:8]=[CH:9]2)=[CH:4][C:3]=1[O:16][CH2:17][CH2:18][CH2:19][O:20][CH3:21].C(O[CH:25]=[C:26]([C:32](=[O:34])[CH3:33])[C:27]([O:29][CH2:30][CH3:31])=[O:28])C. (7) Given the product [Br:1][C:2]1[CH:3]=[C:4]2[C:8](=[CH:9][CH:10]=1)[NH:7][C:6](=[O:11])[C:5]2=[CH:29][C:25]1[CH:24]=[C:23]2[C:28]([C:20](/[CH:19]=[CH:18]/[C:14]3[CH:13]=[N:12][CH:17]=[CH:16][CH:15]=3)=[N:21][NH:22]2)=[CH:27][CH:26]=1, predict the reactants needed to synthesize it. The reactants are: [Br:1][C:2]1[CH:3]=[C:4]2[C:8](=[CH:9][CH:10]=1)[NH:7][C:6](=[O:11])[CH2:5]2.[N:12]1[CH:17]=[CH:16][CH:15]=[C:14](/[CH:18]=[CH:19]/[C:20]2[C:28]3[C:23](=[CH:24][C:25]([CH:29]=O)=[CH:26][CH:27]=3)[NH:22][N:21]=2)[CH:13]=1. (8) Given the product [C:18]1([C:2]2[CH:9]=[CH:8][CH:7]=[CH:6][C:3]=2[CH2:4][OH:5])[C:19]2[C:14](=[CH:13][CH:12]=[CH:11][CH:10]=2)[CH:15]=[CH:16][CH:17]=1, predict the reactants needed to synthesize it. The reactants are: Br[C:2]1[CH:9]=[CH:8][CH:7]=[CH:6][C:3]=1[CH2:4][OH:5].[C:10]1(B(O)O)[C:19]2[C:14](=[CH:15][CH:16]=[CH:17][CH:18]=2)[CH:13]=[CH:12][CH:11]=1.[O-]P([O-])([O-])=O.[K+].[K+].[K+].